From a dataset of Forward reaction prediction with 1.9M reactions from USPTO patents (1976-2016). Predict the product of the given reaction. (1) Given the reactants [Br:1][C:2]1[S:6][C:5]([N:7]([CH2:15][C@@H:16]([NH:30][C:31]([O:33][C:34]([CH3:37])([CH3:36])[CH3:35])=[O:32])[C@H:17]([C:20]2[CH:25]=[CH:24][C:23]([C:26]([F:29])([F:28])[F:27])=[CH:22][CH:21]=2)[CH2:18][OH:19])[C:8](=[O:14])[O:9][C:10]([CH3:13])([CH3:12])[CH3:11])=[N:4][CH:3]=1.[NH2:38][C@@H:39]([CH2:53][NH:54][C:55]1[S:56][C:57]([C:60]2[CH:61]=[C:62]3[C:67](=[CH:68][CH:69]=2)[CH:66]=[N:65][C:64]([F:70])=[CH:63]3)=[CH:58][N:59]=1)[C@@H:40]([C:43]1[CH:48]=[CH:47][C:46]([C:49]([F:52])([F:51])[F:50])=[CH:45][CH:44]=1)[CH2:41][OH:42], predict the reaction product. The product is: [NH2:38][C@H:39]([CH2:53][NH:54][C:55]1[S:56][C:57]([C:60]2[CH:61]=[C:62]3[C:67](=[CH:68][CH:69]=2)[CH:66]=[N:65][C:64]([F:70])=[CH:63]3)=[CH:58][N:59]=1)[C@H:40]([C:43]1[CH:48]=[CH:47][C:46]([C:49]([F:51])([F:52])[F:50])=[CH:45][CH:44]=1)[CH2:41][OH:42].[Br:1][C:2]1[S:6][C:5]([N:7]([CH2:15][C@@H:16]([NH:30][C:31]([O:33][C:34]([CH3:37])([CH3:36])[CH3:35])=[O:32])[C@H:17]([C:20]2[CH:21]=[CH:22][C:23]([C:26]([F:28])([F:27])[F:29])=[CH:24][CH:25]=2)[CH2:18][OH:19])[C:8](=[O:14])[O:9][C:10]([CH3:12])([CH3:11])[CH3:13])=[N:4][CH:3]=1. (2) Given the reactants [NH2:1][C:2]1[CH:3]=[N:4][CH:5]=[CH:6][C:7]=1[N:8]1[CH2:13][CH2:12][CH2:11][C@H:10]([NH:14]C(=O)OC(C)(C)C)[CH2:9]1.C(OC([NH:29][C:30]1[S:34][C:33]([C:35]2[C:40]([F:41])=[CH:39][CH:38]=[CH:37][N:36]=2)=[N:32][C:31]=1[C:42](O)=[O:43])=O)(C)(C)C, predict the reaction product. The product is: [NH2:29][C:30]1[S:34][C:33]([C:35]2[C:40]([F:41])=[CH:39][CH:38]=[CH:37][N:36]=2)=[N:32][C:31]=1[C:42]([NH:1][C:2]1[CH:3]=[N:4][CH:5]=[CH:6][C:7]=1[N:8]1[CH2:13][CH2:12][CH2:11][C@H:10]([NH2:14])[CH2:9]1)=[O:43]. (3) Given the reactants Cl[C:2]1[N:7]=[C:6]([CH2:8][O:9][C:10]2[CH:11]=[C:12]([C@H:16]([CH:23]3[CH2:25][CH2:24]3)[CH2:17][C:18]([O:20]CC)=[O:19])[CH:13]=[CH:14][CH:15]=2)[CH:5]=[N:4][C:3]=1[C:26]1[CH:31]=[C:30]([O:32][CH3:33])[CH:29]=[CH:28][C:27]=1[F:34].[CH:35]1(B(O)O)[CH2:37][CH2:36]1, predict the reaction product. The product is: [CH:23]1([C@@H:16]([C:12]2[CH:13]=[CH:14][CH:15]=[C:10]([O:9][CH2:8][C:6]3[CH:5]=[N:4][C:3]([C:26]4[CH:31]=[C:30]([O:32][CH3:33])[CH:29]=[CH:28][C:27]=4[F:34])=[C:2]([CH:35]4[CH2:37][CH2:36]4)[N:7]=3)[CH:11]=2)[CH2:17][C:18]([OH:20])=[O:19])[CH2:24][CH2:25]1. (4) Given the reactants [Cl:1][C:2]1[C:3]([F:10])=[C:4]([CH2:8]O)[CH:5]=[CH:6][CH:7]=1.P(Br)(Br)[Br:12], predict the reaction product. The product is: [Br:12][CH2:8][C:4]1[CH:5]=[CH:6][CH:7]=[C:2]([Cl:1])[C:3]=1[F:10]. (5) The product is: [Br:1][C:2]1[C:11]2[C:6](=[CH:7][C:8]([Br:13])=[CH:9][CH:10]=2)[CH:5]=[C:4]([Br:12])[N:3]=1. Given the reactants [Br:1][C:2]1[C:11]2[C:6](=[CH:7][CH:8]=[CH:9][CH:10]=2)[CH:5]=[C:4]([Br:12])[N:3]=1.[Br:13]Br, predict the reaction product. (6) Given the reactants N#N.[Si:3]([O:10][CH:11]([CH:22]([CH3:39])[C:23]([NH:25][CH:26]([CH3:38])[CH2:27][O:28][CH2:29][C:30]1[CH:35]=[CH:34][C:33]([O:36][CH3:37])=[CH:32][CH:31]=1)=O)[CH2:12][N:13]([CH3:21])[C:14](=[O:20])[O:15][C:16]([CH3:19])([CH3:18])[CH3:17])([C:6]([CH3:9])([CH3:8])[CH3:7])([CH3:5])[CH3:4].C1COCC1, predict the reaction product. The product is: [Si:3]([O:10][CH:11]([CH:22]([CH3:39])[CH2:23][NH:25][CH:26]([CH3:38])[CH2:27][O:28][CH2:29][C:30]1[CH:31]=[CH:32][C:33]([O:36][CH3:37])=[CH:34][CH:35]=1)[CH2:12][N:13]([CH3:21])[C:14](=[O:20])[O:15][C:16]([CH3:18])([CH3:17])[CH3:19])([C:6]([CH3:7])([CH3:8])[CH3:9])([CH3:4])[CH3:5].